Dataset: Reaction yield outcomes from USPTO patents with 853,638 reactions. Task: Predict the reaction yield, written as a fraction of the theoretical maximum amount of product (1.0 means a 100% yield; for example, 0.34 means a 34% yield). The reactants are [NH2:1][C:2]1[CH:11]=[CH:10][C:5]2[NH:6][C:7](=[O:9])[O:8][C:4]=2[CH:3]=1.[Cl:12][C:13]1[N:18]=[C:17](Cl)[C:16]([CH3:20])=[CH:15][N:14]=1.CO. The catalyst is O. The product is [Cl:12][C:13]1[N:18]=[C:17]([NH:1][C:2]2[CH:11]=[CH:10][C:5]3[NH:6][C:7](=[O:9])[O:8][C:4]=3[CH:3]=2)[C:16]([CH3:20])=[CH:15][N:14]=1. The yield is 0.860.